From a dataset of Catalyst prediction with 721,799 reactions and 888 catalyst types from USPTO. Predict which catalyst facilitates the given reaction. (1) Reactant: [NH2:1][C:2]1[CH:11]=[CH:10][C:9]([I:12])=[CH:8][C:3]=1[C:4]([O:6]C)=O.ClC(Cl)(O[C:17](=[O:23])OC(Cl)(Cl)Cl)Cl.C(N(CC)CC)C.[C:32]1([CH2:38][CH2:39][NH2:40])[CH:37]=[CH:36][CH:35]=[CH:34][CH:33]=1. Product: [I:12][C:9]1[CH:8]=[C:3]2[C:2](=[CH:11][CH:10]=1)[NH:1][C:17](=[O:23])[N:40]([CH2:39][CH2:38][C:32]1[CH:37]=[CH:36][CH:35]=[CH:34][CH:33]=1)[C:4]2=[O:6]. The catalyst class is: 2. (2) Reactant: [F:1][CH2:2][CH:3]1[CH2:8][CH2:7][N:6]([C:9]([N:11]2[CH2:17][C:16]3[CH:18]=[C:19](B(O)O)[CH:20]=[CH:21][C:15]=3[O:14][CH2:13][CH2:12]2)=[O:10])[CH2:5][CH2:4]1.Br[C:26]1[CH:27]=[CH:28][C:29]2[N:33]=[C:32]([NH:34][C:35](=[O:37])[CH3:36])[NH:31][C:30]=2[CH:38]=1.O1CCOCC1.CCN(C(C)C)C(C)C. Product: [F:1][CH2:2][CH:3]1[CH2:8][CH2:7][N:6]([C:9]([N:11]2[CH2:17][C:16]3[CH:18]=[C:19]([C:26]4[CH:27]=[CH:28][C:29]5[NH:33][C:32]([NH:34][C:35](=[O:37])[CH3:36])=[N:31][C:30]=5[CH:38]=4)[CH:20]=[CH:21][C:15]=3[O:14][CH2:13][CH2:12]2)=[O:10])[CH2:5][CH2:4]1. The catalyst class is: 84. (3) Reactant: [Br:1][C:2]1[N:3]([CH2:10][C@:11]2([CH3:14])[CH2:13][O:12]2)[CH:4]=[C:5]([N+:7]([O-:9])=[O:8])[N:6]=1.[F:15][C:16]([F:37])([F:36])[O:17][C:18]1[CH:23]=[CH:22][C:21]([N:24]2[CH2:29][CH2:28][CH:27]([N:30]3[CH2:35][CH2:34][NH:33][CH2:32][CH2:31]3)[CH2:26][CH2:25]2)=[CH:20][CH:19]=1. Product: [Br:1][C:2]1[N:3]([CH2:10][C@@:11]([CH3:14])([OH:12])[CH2:13][N:33]2[CH2:34][CH2:35][N:30]([CH:27]3[CH2:26][CH2:25][N:24]([C:21]4[CH:20]=[CH:19][C:18]([O:17][C:16]([F:37])([F:15])[F:36])=[CH:23][CH:22]=4)[CH2:29][CH2:28]3)[CH2:31][CH2:32]2)[CH:4]=[C:5]([N+:7]([O-:9])=[O:8])[N:6]=1. The catalyst class is: 8. (4) Reactant: C(N(CC)CC)C.[Cl:8][C:9]1[N:17]=[CH:16][N:15]=[C:14]2[C:10]=1[N:11]=[C:12]([C:23]1[CH:28]=[CH:27][CH:26]=[CH:25][C:24]=1[OH:29])[N:13]2[CH2:18][C:19]([CH3:22])([CH3:21])[CH3:20].[P:30]([O-:37])([O:34][CH2:35][CH3:36])[O:31][CH2:32][CH3:33]. The catalyst class is: 53. Product: [P:30]([O:29][C:24]1[CH:25]=[CH:26][CH:27]=[CH:28][C:23]=1[C:12]1[N:13]([CH2:18][C:19]([CH3:22])([CH3:21])[CH3:20])[C:14]2[C:10]([N:11]=1)=[C:9]([Cl:8])[N:17]=[CH:16][N:15]=2)([O:34][CH2:35][CH3:36])([O:31][CH2:32][CH3:33])=[O:37]. (5) Reactant: [CH3:1][C@@H:2]1[C@H:6]([C:7]2[CH:12]=[CH:11][CH:10]=[CH:9][CH:8]=2)[O:5][C:4](=[O:13])[NH:3]1.C([Li])CCC.[Br:19][C:20]1[CH:25]=[CH:24][C:23]([CH:26]([CH3:30])[C:27](Cl)=[O:28])=[CH:22][CH:21]=1. Product: [Br:19][C:20]1[CH:21]=[CH:22][C:23]([CH:26]([CH3:30])[C:27]([N:3]2[C@H:2]([CH3:1])[C@H:6]([C:7]3[CH:12]=[CH:11][CH:10]=[CH:9][CH:8]=3)[O:5][C:4]2=[O:13])=[O:28])=[CH:24][CH:25]=1. The catalyst class is: 1. (6) Reactant: [Si:1]([O:18][CH2:19][C:20]1[C:28]([S:29]([CH3:32])(=[O:31])=[O:30])=[CH:27][C:26]2[N:25]3[CH2:33][CH2:34][N:35]=[C:36]([CH:37]([CH3:39])[CH3:38])[C:24]3=[CH:23][C:22]=2[CH:21]=1)([C:14]([CH3:17])([CH3:16])[CH3:15])([C:8]1[CH:13]=[CH:12][CH:11]=[CH:10][CH:9]=1)[C:2]1[CH:7]=[CH:6][CH:5]=[CH:4][CH:3]=1.[H][H]. Product: [Si:1]([O:18][CH2:19][C:20]1[C:28]([S:29]([CH3:32])(=[O:31])=[O:30])=[CH:27][C:26]2[N:25]3[CH2:33][CH2:34][NH:35][CH:36]([CH:37]([CH3:39])[CH3:38])[C:24]3=[CH:23][C:22]=2[CH:21]=1)([C:14]([CH3:15])([CH3:16])[CH3:17])([C:2]1[CH:7]=[CH:6][CH:5]=[CH:4][CH:3]=1)[C:8]1[CH:13]=[CH:12][CH:11]=[CH:10][CH:9]=1. The catalyst class is: 43. (7) Reactant: C([O:4][CH2:5][C:6]1[CH:11]=[C:10]([C:12]([F:15])([F:14])[F:13])[CH:9]=[CH:8][N:7]=1)(=O)C.[OH-].[Na+]. Product: [F:14][C:12]([F:13])([F:15])[C:10]1[CH:9]=[CH:8][N:7]=[C:6]([CH2:5][OH:4])[CH:11]=1. The catalyst class is: 24. (8) Reactant: [NH2:1][C:2]1[N:7]=[C:6]([C:8]2[O:9][CH:10]=[CH:11][CH:12]=2)[C:5]([C:13]#[N:14])=[C:4](SC)[N:3]=1.[C:17]1([CH2:23][CH2:24][CH2:25][NH2:26])[CH:22]=[CH:21][CH:20]=[CH:19][CH:18]=1. Product: [NH2:1][C:2]1[N:7]=[C:6]([C:8]2[O:9][CH:10]=[CH:11][CH:12]=2)[C:5]([C:13]#[N:14])=[C:4]([NH:26][CH2:25][CH2:24][CH2:23][C:17]2[CH:22]=[CH:21][CH:20]=[CH:19][CH:18]=2)[N:3]=1. The catalyst class is: 8.